From a dataset of Forward reaction prediction with 1.9M reactions from USPTO patents (1976-2016). Predict the product of the given reaction. (1) Given the reactants [Cl:1][C:2]1[CH:10]=[C:9]2[C:5]([C:6]([CH2:11][CH2:12][CH2:13][OH:14])=[CH:7][NH:8]2)=[CH:4][CH:3]=1.C1C=CC(P(C2C=CC=CC=2)C2C=CC=CC=2)=CC=1.[Cl:34][C:35]1[C:40]([CH3:41])=[CH:39][C:38](O)=[CH:37][C:36]=1[CH3:43], predict the reaction product. The product is: [Cl:1][C:2]1[CH:10]=[C:9]2[C:5]([C:6]([CH2:11][CH2:12][CH2:13][O:14][C:38]3[CH:39]=[C:40]([CH3:41])[C:35]([Cl:34])=[C:36]([CH3:43])[CH:37]=3)=[CH:7][NH:8]2)=[CH:4][CH:3]=1. (2) Given the reactants [NH2:1][C:2](=[N:37]O)[C:3]1[CH:4]=[C:5]([C:9]2[C:18]3[C:13](=[CH:14][C:15]([Cl:20])=[C:16]([CH3:19])[CH:17]=3)[O:12][C:11](=[O:21])[C:10]=2[CH2:22][C:23]([NH:25][C:26]2[CH:31]=[CH:30][C:29]([F:32])=[CH:28][C:27]=2[C:33]([F:36])([F:35])[F:34])=[O:24])[CH:6]=[CH:7][CH:8]=1.[C:39](N1C=CN=C1)(N1C=CN=C1)=[S:40].[OH2:51].Cl, predict the reaction product. The product is: [Cl:20][C:15]1[CH:14]=[C:13]2[C:18]([C:9]([C:5]3[CH:6]=[CH:7][CH:8]=[C:3]([C:2]4[NH:1][C:39](=[O:51])[S:40][N:37]=4)[CH:4]=3)=[C:10]([CH2:22][C:23]([NH:25][C:26]3[CH:31]=[CH:30][C:29]([F:32])=[CH:28][C:27]=3[C:33]([F:35])([F:34])[F:36])=[O:24])[C:11](=[O:21])[O:12]2)=[CH:17][C:16]=1[CH3:19]. (3) Given the reactants [C:1]([O:5][C:6]([NH:8][C@H:9]([CH2:29][C:30]1[CH:35]=[C:34]([F:36])[C:33]([F:37])=[CH:32][C:31]=1[F:38])[CH2:10][C:11]([N:13]1[CH2:18][CH2:17][N:16]2[C:19]([C:25]([F:28])([F:27])[F:26])=[N:20][C:21]([C:22]([OH:24])=O)=[C:15]2[CH2:14]1)=[O:12])=[O:7])([CH3:4])([CH3:3])[CH3:2].[N:39]1([C:45]([O:47][C:48]([CH3:51])([CH3:50])[CH3:49])=[O:46])[CH2:44][CH2:43][NH:42][CH2:41][CH2:40]1.O=C1N([ClH]P([ClH]N2CCOC2=O)=O)CCO1.C(N(CC)CC)C, predict the reaction product. The product is: [C:48]([O:47][C:45]([N:39]1[CH2:44][CH2:43][N:42]([C:22]([C:21]2[N:20]=[C:19]([C:25]([F:27])([F:28])[F:26])[N:16]3[CH2:17][CH2:18][N:13]([C:11](=[O:12])[CH2:10][C@H:9]([NH:8][C:6]([O:5][C:1]([CH3:3])([CH3:2])[CH3:4])=[O:7])[CH2:29][C:30]4[CH:35]=[C:34]([F:36])[C:33]([F:37])=[CH:32][C:31]=4[F:38])[CH2:14][C:15]=23)=[O:24])[CH2:41][CH2:40]1)=[O:46])([CH3:51])([CH3:49])[CH3:50]. (4) Given the reactants [OH:1][C:2]1[C:11]([N+:12]([O-:14])=[O:13])=[CH:10][C:5]([C:6]([O:8][CH3:9])=[O:7])=[C:4]([CH3:15])[CH:3]=1.[C:16](=O)([O-])[O-].[K+].[K+].O.C(O[CH2:27][CH3:28])(=O)C, predict the reaction product. The product is: [CH3:15][C:4]1[CH:3]=[C:2]([O:1][CH2:16][CH:27]=[CH2:28])[C:11]([N+:12]([O-:14])=[O:13])=[CH:10][C:5]=1[C:6]([O:8][CH3:9])=[O:7]. (5) Given the reactants C([O:8][C:9]1[CH:25]=[CH:24][N:12]2[C:13](=[O:23])[CH:14]=[C:15]([N:17]3[CH2:22][CH2:21][O:20][CH2:19][CH2:18]3)[N:16]=[C:11]2[CH:10]=1)C1C=CC=CC=1.FC(F)(F)S(OS(C(F)(F)F)(=O)=O)(=O)=O.CO, predict the reaction product. The product is: [OH:8][C:9]1[CH:25]=[CH:24][N:12]2[C:13](=[O:23])[CH:14]=[C:15]([N:17]3[CH2:18][CH2:19][O:20][CH2:21][CH2:22]3)[N:16]=[C:11]2[CH:10]=1. (6) The product is: [CH3:1][O:2][C:3]1[CH:4]=[C:5]([C:9]2([C:12]([F:15])([F:13])[F:14])[N:10]=[N:11]2)[CH:6]=[CH:7][CH:8]=1. Given the reactants [CH3:1][O:2][C:3]1[CH:4]=[C:5]([C:9]2([C:12]([F:15])([F:14])[F:13])[NH:11][NH:10]2)[CH:6]=[CH:7][CH:8]=1, predict the reaction product. (7) Given the reactants C(OC(=O)[NH:7][C:8]1[CH:9]=[C:10]2[C:14](=[CH:15][CH:16]=1)[N:13]([CH3:17])[CH:12]=[C:11]2[C:18]1[NH:26][C:21]2=[N:22][CH:23]=[CH:24][CH:25]=[C:20]2[CH:19]=1)(C)(C)C.FC(F)(F)C(O)=O, predict the reaction product. The product is: [CH3:17][N:13]1[C:14]2[C:10](=[CH:9][C:8]([NH2:7])=[CH:16][CH:15]=2)[C:11]([C:18]2[NH:26][C:21]3=[N:22][CH:23]=[CH:24][CH:25]=[C:20]3[CH:19]=2)=[CH:12]1. (8) Given the reactants [C:1]1([C:14]([OH:16])=O)[C:13]2[NH:12][C:11]3[C:6](=[CH:7][CH:8]=[CH:9][CH:10]=3)[C:5]=2[CH:4]=[CH:3][CH:2]=1.ON1C2C=CC=CC=2N=N1.Cl.C(N=C=NCCCN(C)C)C.[N:39]1([C:44]2[CH:45]=[C:46]([CH:48]=[CH:49][CH:50]=2)[NH2:47])[CH:43]=[N:42][CH:41]=[N:40]1, predict the reaction product. The product is: [N:39]1([C:44]2[CH:45]=[C:46]([NH:47][C:14]([C:1]3[C:13]4[NH:12][C:11]5[C:6](=[CH:7][CH:8]=[CH:9][CH:10]=5)[C:5]=4[CH:4]=[CH:3][CH:2]=3)=[O:16])[CH:48]=[CH:49][CH:50]=2)[CH:43]=[N:42][CH:41]=[N:40]1. (9) The product is: [O:14]1[C:18]2[CH:19]=[CH:20][C:21]([C:23](=[O:26])[CH2:24][S:1][CH2:2][C:3]([O:5][CH2:6][CH3:7])=[O:4])=[CH:22][C:17]=2[O:16][CH2:15]1. Given the reactants [SH:1][CH2:2][C:3]([O:5][CH2:6][CH3:7])=[O:4].C([O-])([O-])=O.[K+].[K+].[O:14]1[C:18]2[CH:19]=[CH:20][C:21]([C:23](=[O:26])[CH2:24]Br)=[CH:22][C:17]=2[O:16][CH2:15]1.O, predict the reaction product. (10) Given the reactants N#N.[OH:3][C@:4]1([CH3:20])[C@H:8]([OH:9])[C@@H:7]([CH2:10][OH:11])[O:6][C@H:5]1[N:12]1[CH:17]=[CH:16][C:15](=[O:18])[NH:14][C:13]1=[O:19].C(N(CC)C(C)C)(C)C.[CH:30]([N:33]([P:37](N(C(C)C)C(C)C)Cl)[CH:34]([CH3:36])[CH3:35])([CH3:32])[CH3:31], predict the reaction product. The product is: [CH:30]([N:33]([CH:34]([CH3:36])[CH3:35])[P:37]1[O:9][C@H:8]2[C@:4]([OH:3])([CH3:20])[C@H:5]([N:12]3[CH:17]=[CH:16][C:15](=[O:18])[NH:14][C:13]3=[O:19])[O:6][C@@H:7]2[CH2:10][O:11]1)([CH3:32])[CH3:31].